This data is from NCI-60 drug combinations with 297,098 pairs across 59 cell lines. The task is: Regression. Given two drug SMILES strings and cell line genomic features, predict the synergy score measuring deviation from expected non-interaction effect. Drug 1: C1C(C(OC1N2C=C(C(=O)NC2=O)F)CO)O. Drug 2: CC12CCC3C(C1CCC2O)C(CC4=C3C=CC(=C4)O)CCCCCCCCCS(=O)CCCC(C(F)(F)F)(F)F. Cell line: SW-620. Synergy scores: CSS=25.0, Synergy_ZIP=-0.0529, Synergy_Bliss=-0.500, Synergy_Loewe=-21.0, Synergy_HSA=-0.238.